This data is from Full USPTO retrosynthesis dataset with 1.9M reactions from patents (1976-2016). The task is: Predict the reactants needed to synthesize the given product. (1) Given the product [Br:1][C:2]1[C:10]2[N:9]=[CH:8][N:7]([CH2:20][O:19][CH2:18][CH2:17][Si:14]([CH3:16])([CH3:15])[CH3:13])[C:6]=2[CH:5]=[CH:4][CH:3]=1, predict the reactants needed to synthesize it. The reactants are: [Br:1][C:2]1[C:10]2[N:9]=[CH:8][NH:7][C:6]=2[CH:5]=[CH:4][CH:3]=1.[H-].[Na+].[CH3:13][Si:14]([CH2:17][CH2:18][O:19][CH2:20]Cl)([CH3:16])[CH3:15]. (2) Given the product [Br:1][C:24]1[C:15]([CH:12]2[CH2:14][CH2:13]2)=[CH:16][C:17]([O:25][CH:26]([CH3:28])[CH3:27])=[C:18]([CH:23]=1)[C:19]([O:21][CH3:22])=[O:20], predict the reactants needed to synthesize it. The reactants are: [Br:1]N1C(=O)NC(=O)N(Br)C1=O.[CH:12]1([C:15]2[CH:24]=[CH:23][C:18]([C:19]([O:21][CH3:22])=[O:20])=[C:17]([O:25][CH:26]([CH3:28])[CH3:27])[CH:16]=2)[CH2:14][CH2:13]1.S([O-])([O-])(=O)=S.[Na+].[Na+].C(OCC)(=O)C. (3) The reactants are: [C:1]12([N:11]=[C:12]=[O:13])[CH2:10][CH:5]3[CH2:6][CH:7]([CH2:9][CH:3]([CH2:4]3)[CH2:2]1)[CH2:8]2.[S:14]1[CH:18]=[CH:17][CH:16]=[C:15]1[CH2:19][NH2:20]. Given the product [C:1]12([NH:11][C:12]([NH:20][CH2:19][C:15]3[S:14][CH:18]=[CH:17][CH:16]=3)=[O:13])[CH2:10][CH:5]3[CH2:6][CH:7]([CH2:9][CH:3]([CH2:4]3)[CH2:2]1)[CH2:8]2, predict the reactants needed to synthesize it. (4) Given the product [OH:1][C:2]([CH2:12][C:13]1[C:21]2[C:16](=[CH:17][CH:18]=[CH:19][CH:20]=2)[NH:15][CH:14]=1)([C:9]([OH:11])=[O:10])[CH2:3][C:4](=[N:38][OH:37])[C:5]([OH:7])=[O:6], predict the reactants needed to synthesize it. The reactants are: [OH:1][C:2]([CH2:12][C:13]1[C:21]2[C:16](=[CH:17][CH:18]=[CH:19][CH:20]=2)[NH:15][CH:14]=1)([C:9]([OH:11])=[O:10])[CH2:3][C:4](=O)[C:5]([OH:7])=[O:6].N1C2C(=CC=CC=2)C(CC(=O)C(O)=O)=C1.[OH:37][NH2:38].[OH-].[Na+].Cl. (5) The reactants are: [F:1][C:2]1[CH:7]=[CH:6][CH:5]=[CH:4][C:3]=1[N:8]1[C:16]2[C:11](=[C:12]([N:17]3[CH2:22][CH2:21][CH2:20][NH:19][C:18]3=[O:23])[CH:13]=[CH:14][CH:15]=2)[CH:10]=[N:9]1.[H-].[Na+].Cl[CH2:27][C:28]1[O:29][C:30]([CH3:34])=[C:31]([CH3:33])[N:32]=1. Given the product [CH3:33][C:31]1[N:32]=[C:28]([CH2:27][N:19]2[CH2:20][CH2:21][CH2:22][N:17]([C:12]3[CH:13]=[CH:14][CH:15]=[C:16]4[C:11]=3[CH:10]=[N:9][N:8]4[C:3]3[CH:4]=[CH:5][CH:6]=[CH:7][C:2]=3[F:1])[C:18]2=[O:23])[O:29][C:30]=1[CH3:34], predict the reactants needed to synthesize it. (6) Given the product [C:21]1([CH2:20][N:17]2[CH2:16][CH2:15][CH:14]([CH2:13][NH:12][C:10]3[NH:9][C:8]4[CH:38]=[CH:39][C:5]([CH2:3][OH:2])=[CH:6][C:7]=4[N:11]=3)[CH2:19][CH2:18]2)[C:30]2[C:25](=[CH:26][CH:27]=[CH:28][CH:29]=2)[CH:24]=[CH:23][CH:22]=1, predict the reactants needed to synthesize it. The reactants are: C[O:2][C:3]([C:5]1[CH:39]=[CH:38][C:8]2[N:9](C(OC(C)(C)C)=O)[C:10]([NH:12][CH2:13][CH:14]3[CH2:19][CH2:18][N:17]([CH2:20][C:21]4[C:30]5[C:25](=[CH:26][CH:27]=[CH:28][CH:29]=5)[CH:24]=[CH:23][CH:22]=4)[CH2:16][CH2:15]3)=[N:11][C:7]=2[CH:6]=1)=O.[H-].[Li+].[Al+3].[H-].[H-].[H-].S([O-])([O-])(=O)=O.[Na+].[Na+]. (7) Given the product [CH:4]([C:3]1[CH:6]=[C:7]([O:10][CH3:11])[CH:8]=[CH:9][C:2]=1[C:12]#[N:13])=[O:5], predict the reactants needed to synthesize it. The reactants are: Br[C:2]1[CH:9]=[CH:8][C:7]([O:10][CH3:11])=[CH:6][C:3]=1[CH:4]=[O:5].[C:12]([Cu])#[N:13].O. (8) The reactants are: C1(P(C2C=CC=CC=2)C2C=CC=CC=2)C=CC=CC=1.[C:20]([O:24][C:25]([NH:27][CH2:28][CH2:29][O:30][CH2:31][CH2:32][N:33]=[N+]=[N-])=[O:26])([CH3:23])([CH3:22])[CH3:21].O. Given the product [C:20]([O:24][C:25]([NH:27][CH2:28][CH2:29][O:30][CH2:31][CH2:32][NH2:33])=[O:26])([CH3:23])([CH3:22])[CH3:21], predict the reactants needed to synthesize it. (9) Given the product [CH3:8][O:7][C:5](=[O:6])[C:4]1[CH:9]=[CH:10][CH:11]=[C:2]([NH:1][C:21](=[O:22])[CH2:20][Br:19])[CH:3]=1, predict the reactants needed to synthesize it. The reactants are: [NH2:1][C:2]1[CH:3]=[C:4]([CH:9]=[CH:10][CH:11]=1)[C:5]([O:7][CH3:8])=[O:6].C(N(CC)CC)C.[Br:19][CH2:20][C:21](Br)=[O:22]. (10) Given the product [C:24]([O:27][CH2:28][C:29]1[C:30]([N:45]2[C:46](=[O:59])[C:47]3[S:48][C:49]4[CH2:50][CH2:51][CH2:58][CH2:52][C:53]=4[C:54]=3[CH2:55][CH2:56]2)=[CH:31][C:32]([F:44])=[CH:33][C:34]=1[C:2]1[CH:3]=[C:4]([NH:10][C:11]2[CH:16]=[CH:15][C:14]([CH:17]3[CH2:22][CH2:21][N:20]([CH3:23])[CH2:19][CH2:18]3)=[CH:13][N:12]=2)[C:5](=[O:9])[N:6]([CH3:8])[CH:7]=1)(=[O:26])[CH3:25], predict the reactants needed to synthesize it. The reactants are: Br[C:2]1[CH:3]=[C:4]([NH:10][C:11]2[CH:16]=[CH:15][C:14]([CH:17]3[CH2:22][CH2:21][N:20]([CH3:23])[CH2:19][CH2:18]3)=[CH:13][N:12]=2)[C:5](=[O:9])[N:6]([CH3:8])[CH:7]=1.[C:24]([O:27][CH2:28][C:29]1[C:34](B2OC(C)(C)C(C)(C)O2)=[CH:33][C:32]([F:44])=[CH:31][C:30]=1[N:45]1[CH2:56][CH2:55][C:54]2[C:53]3[CH2:52][C:51]([CH3:58])(C)[CH2:50][C:49]=3[S:48][C:47]=2[C:46]1=[O:59])(=[O:26])[CH3:25].CC([O-])=O.[Na+].